This data is from Catalyst prediction with 721,799 reactions and 888 catalyst types from USPTO. The task is: Predict which catalyst facilitates the given reaction. (1) Reactant: [N:1]1[C:2]([C:10]2[CH:17]=[CH:16][C:13]([CH:14]=[O:15])=[CH:12][CH:11]=2)=[CH:3][N:4]2[CH:9]=[CH:8][CH:7]=[CH:6][C:5]=12.[CH3:18][Mg]Br.[Cl-].[NH4+].O. Product: [N:1]1[C:2]([C:10]2[CH:17]=[CH:16][C:13]([CH:14]([OH:15])[CH3:18])=[CH:12][CH:11]=2)=[CH:3][N:4]2[CH:9]=[CH:8][CH:7]=[CH:6][C:5]=12. The catalyst class is: 7. (2) Reactant: [Cl:1][C:2]1[N:7]=[C:6](Cl)[CH:5]=[C:4]([C:9]([O:11][CH3:12])=[O:10])[N:3]=1.[CH:13]1([NH2:18])[CH2:17][CH2:16][CH2:15][CH2:14]1.C(N(CC)CC)C. Product: [Cl:1][C:2]1[N:3]=[C:4]([C:9]([O:11][CH3:12])=[O:10])[CH:5]=[C:6]([NH:18][CH:13]2[CH2:17][CH2:16][CH2:15][CH2:14]2)[N:7]=1. The catalyst class is: 76. (3) Reactant: Br[C:2]1[S:3][C:4]2[N:5]=[C:6]([N:11]3[CH2:16][CH2:15][CH:14]([O:17][C:18]4[CH:23]=[C:22]([F:24])[CH:21]=[CH:20][C:19]=4[Br:25])[CH2:13][CH2:12]3)[N:7]=[CH:8][C:9]=2[N:10]=1.CCN(CC)CC.[CH2:33]([O:35][C:36](=[O:39])[CH2:37][SH:38])[CH3:34]. Product: [Br:25][C:19]1[CH:20]=[CH:21][C:22]([F:24])=[CH:23][C:18]=1[O:17][CH:14]1[CH2:15][CH2:16][N:11]([C:6]2[N:7]=[CH:8][C:9]3[N:10]=[C:2]([S:38][CH2:37][C:36]([O:35][CH2:33][CH3:34])=[O:39])[S:3][C:4]=3[N:5]=2)[CH2:12][CH2:13]1. The catalyst class is: 14. (4) Reactant: [C:1]1([CH2:17][O:18][CH2:19][CH2:20][CH2:21][CH2:22][CH2:23][N:24]2C(=O)C3C(=CC=CC=3)C2=O)[C:14]2[C:15]3=[C:16]4[C:11](=[CH:12][CH:13]=2)[CH:10]=[CH:9][CH:8]=[C:7]4[CH:6]=[CH:5][C:4]3=[CH:3][CH:2]=1.O.NN.[OH-].[Na+]. The catalyst class is: 1. Product: [C:1]1([CH2:17][O:18][CH2:19][CH2:20][CH2:21][CH2:22][CH2:23][NH2:24])[C:14]2[C:15]3=[C:16]4[C:11](=[CH:12][CH:13]=2)[CH:10]=[CH:9][CH:8]=[C:7]4[CH:6]=[CH:5][C:4]3=[CH:3][CH:2]=1. (5) Reactant: [CH:1]([C:3]1[N:4]=[CH:5][C:6]([NH:9][C:10](=[O:27])[CH:11]([NH:15][C:16](=[O:26])[CH2:17][C:18]2[CH:23]=[C:22]([F:24])[CH:21]=[C:20]([F:25])[CH:19]=2)[CH2:12][CH2:13][CH3:14])=[N:7][CH:8]=1)=[O:2].[Cl:28][C:29]1[CH:34]=[CH:33][C:32]([Mg]Br)=[CH:31][CH:30]=1. Product: [Cl:28][C:29]1[CH:34]=[CH:33][C:32]([CH:1]([OH:2])[C:3]2[N:4]=[CH:5][C:6]([NH:9][C:10](=[O:27])[CH:11]([NH:15][C:16](=[O:26])[CH2:17][C:18]3[CH:19]=[C:20]([F:25])[CH:21]=[C:22]([F:24])[CH:23]=3)[CH2:12][CH2:13][CH3:14])=[N:7][CH:8]=2)=[CH:31][CH:30]=1. The catalyst class is: 365. (6) Reactant: [H-].[Al+3].[Li+].[H-].[H-].[H-].[CH2:7]([NH:9][C:10](=[O:45])[NH:11][C:12]1[CH:17]=[CH:16][C:15]([C:18]2[C:28]3[C:27](=[O:29])[N:26]([CH2:30][CH2:31][C:32](O)=[O:33])[CH2:25][C:24]([CH3:36])([CH3:35])[O:23][C:22]=3[N:21]=[C:20]([N:37]3[CH2:43][CH:42]4[O:44][CH:39]([CH2:40][CH2:41]4)[CH2:38]3)[N:19]=2)=[CH:14][CH:13]=1)[CH3:8].[O-]S([O-])(=O)=O.[Na+].[Na+].C(OCC)(=O)C. Product: [CH2:7]([NH:9][C:10]([NH:11][C:12]1[CH:13]=[CH:14][C:15]([C:18]2[C:28]3[C:27](=[O:29])[N:26]([CH2:30][CH2:31][CH2:32][OH:33])[CH2:25][C:24]([CH3:36])([CH3:35])[O:23][C:22]=3[N:21]=[C:20]([N:37]3[CH2:43][CH:42]4[O:44][CH:39]([CH2:40][CH2:41]4)[CH2:38]3)[N:19]=2)=[CH:16][CH:17]=1)=[O:45])[CH3:8]. The catalyst class is: 1. (7) Reactant: [CH:1]1[C:9]2[C:8]3[CH:10]=[CH:11][CH:12]=[CH:13][C:7]=3[S:6][C:5]=2[CH:4]=[CH:3][C:2]=1[N:14]1[C:26]2[CH:25]=[CH:24][CH:23]=[CH:22][C:21]=2[C:20]2[C:15]1=[CH:16][CH:17]=[CH:18][CH:19]=2.C([Li])CCC.CCCCCC.C(O[B:42]1[O:46][C:45]([CH3:48])([CH3:47])[C:44]([CH3:50])([CH3:49])[O:43]1)(C)C. Product: [CH3:49][C:44]1([CH3:50])[C:45]([CH3:48])([CH3:47])[O:46][B:42]([C:4]2[C:5]3[S:6][C:7]4[CH:13]=[CH:12][CH:11]=[CH:10][C:8]=4[C:9]=3[CH:1]=[C:2]([N:14]3[C:15]4[CH:16]=[CH:17][CH:18]=[CH:19][C:20]=4[C:21]4[C:26]3=[CH:25][CH:24]=[CH:23][CH:22]=4)[CH:3]=2)[O:43]1. The catalyst class is: 1.